Predict the reactants needed to synthesize the given product. From a dataset of Full USPTO retrosynthesis dataset with 1.9M reactions from patents (1976-2016). (1) Given the product [Br:1][C:2]1[C:7]([CH3:8])=[CH:6][C:5]([O:9][CH:12]2[CH2:13][CH2:14][CH2:15][CH2:16][O:11]2)=[CH:4][C:3]=1[CH3:10], predict the reactants needed to synthesize it. The reactants are: [Br:1][C:2]1[C:7]([CH3:8])=[CH:6][C:5]([OH:9])=[CH:4][C:3]=1[CH3:10].[O:11]1[CH:16]=[CH:15][CH2:14][CH2:13][CH2:12]1.CC1C=CC(S(O)(=O)=O)=CC=1.N1C=CC=CC=1. (2) Given the product [ClH:1].[Cl:12][C:10]1[N:9]=[CH:8][C:4]2[N:5]=[CH:6][N:7]=[C:2]([NH:18][C:17]3[CH:19]=[CH:20][C:21]([O:22][C:23]4[CH:28]=[CH:27][CH:26]=[CH:25][CH:24]=4)=[C:15]([CH3:14])[CH:16]=3)[C:3]=2[CH:11]=1, predict the reactants needed to synthesize it. The reactants are: [Cl:1][C:2]1[C:3]2[CH:11]=[C:10]([Cl:12])[N:9]=[CH:8][C:4]=2[N:5]=[CH:6][N:7]=1.Cl.[CH3:14][C:15]1[CH:16]=[C:17]([CH:19]=[CH:20][C:21]=1[O:22][C:23]1[CH:28]=[CH:27][CH:26]=[CH:25][CH:24]=1)[NH2:18]. (3) The reactants are: [CH3:1][O:2][C:3]1[CH:8]=[C:7]([N+:9]([O-:11])=[O:10])[CH:6]=[CH:5][C:4]=1[OH:12].C([O-])([O-])=O.[K+].[K+].Br[CH2:20][CH2:21][O:22][Si:23]([C:26]([CH3:29])([CH3:28])[CH3:27])([CH3:25])[CH3:24]. Given the product [C:26]([Si:23]([O:22][CH2:21][CH2:20][O:12][C:4]1[CH:5]=[CH:6][C:7]([N+:9]([O-:11])=[O:10])=[CH:8][C:3]=1[O:2][CH3:1])([CH3:25])[CH3:24])([CH3:29])([CH3:28])[CH3:27], predict the reactants needed to synthesize it. (4) The reactants are: [CH2:1]([O:8][C:9](=[O:12])[CH2:10]Br)[C:2]1[CH:7]=[CH:6][CH:5]=[CH:4][CH:3]=1.[N-:13]=[N+:14]=[N-:15].[Na+]. Given the product [CH2:1]([O:8][C:9](=[O:12])[CH2:10][N:13]=[N+:14]=[N-:15])[C:2]1[CH:7]=[CH:6][CH:5]=[CH:4][CH:3]=1, predict the reactants needed to synthesize it. (5) Given the product [Cl:9][C:10]1[CH:11]=[C:12]([CH:17]2[C:26]3[C:21](=[CH:22][C:23]([C:5]4[N:4]=[N:3][C:2]([NH2:1])=[CH:7][CH:6]=4)=[CH:24][CH:25]=3)[C:20]([CH3:37])([CH3:36])[NH:19][CH2:18]2)[CH:13]=[CH:14][C:15]=1[Cl:16], predict the reactants needed to synthesize it. The reactants are: [NH2:1][C:2]1[N:3]=[N:4][C:5](Cl)=[CH:6][CH:7]=1.[Cl:9][C:10]1[CH:11]=[C:12]([CH:17]2[C:26]3[C:21](=[CH:22][C:23](B4OC(C)(C)C(C)(C)O4)=[CH:24][CH:25]=3)[C:20]([CH3:37])([CH3:36])[NH:19][CH2:18]2)[CH:13]=[CH:14][C:15]=1[Cl:16].C(=O)([O-])[O-].[Cs+].[Cs+]. (6) Given the product [CH2:27]([O:26][C:22](=[O:25])[CH:23]=[CH:24][C:2]1[CH:14]=[CH:13][CH:12]=[C:4]([CH2:5][N:6]2[CH2:11][CH2:10][O:9][CH2:8][CH2:7]2)[CH:3]=1)[CH3:28], predict the reactants needed to synthesize it. The reactants are: I[C:2]1[CH:3]=[C:4]([CH:12]=[CH:13][CH:14]=1)[CH2:5][N:6]1[CH2:11][CH2:10][O:9][CH2:8][CH2:7]1.C(N(CC)CC)C.[C:22]([O:26][CH2:27][CH3:28])(=[O:25])[CH:23]=[CH2:24].C([O-])(=O)C.